Dataset: hERG Central: cardiac toxicity at 1µM, 10µM, and general inhibition. Task: Predict hERG channel inhibition at various concentrations. (1) The drug is CCOC(=O)C1CCCN(CC(O)COc2ccc(OC)cc2C(C)(C)C)C1. Results: hERG_inhib (hERG inhibition (general)): blocker. (2) The compound is C=CCn1c(SCC(=O)N2CCN(C(=O)c3ccco3)CC2)nc2sc(CC)cc2c1=O. Results: hERG_inhib (hERG inhibition (general)): blocker. (3) The molecule is CN1CCCN(C(=O)c2ccc(Cl)s2)CC1. Results: hERG_inhib (hERG inhibition (general)): blocker. (4) The molecule is COc1ccccc1CN1CCCC(C(=O)c2ccccc2SC)C1. Results: hERG_inhib (hERG inhibition (general)): blocker.